From a dataset of Forward reaction prediction with 1.9M reactions from USPTO patents (1976-2016). Predict the product of the given reaction. (1) Given the reactants Br[C:2]1[C:10]2[NH:9][C:8]3[CH:11]4[CH2:17][CH2:16][N:14]([CH2:15][C:7]=3[C:6]=2[CH:5]=[CH:4][CH:3]=1)[CH2:13][CH2:12]4.[C:18]1([CH2:24][CH2:25][CH2:26][CH:27]=[CH:28]B2OC(C)(C)C(C)(C)O2)[CH:23]=[CH:22][CH:21]=[CH:20][CH:19]=1, predict the reaction product. The product is: [C:18]1([CH2:24][CH2:25][CH2:26]/[CH:27]=[CH:28]/[C:2]2[C:10]3[NH:9][C:8]4[CH:11]5[CH2:17][CH2:16][N:14]([CH2:15][C:7]=4[C:6]=3[CH:5]=[CH:4][CH:3]=2)[CH2:13][CH2:12]5)[CH:23]=[CH:22][CH:21]=[CH:20][CH:19]=1. (2) The product is: [OH:15][C@@:7]1([C:16]([F:18])([F:19])[F:17])[C:6]2[CH:5]=[C:4]([O:20][CH2:21][CH2:22][C:23]([OH:26])([CH3:24])[CH3:25])[CH:3]=[C:2]([C:38]3[CH:37]=[N:36][N:35]([C:28]([CH3:27])([CH3:34])[C:29]([O:31][CH2:32][CH3:33])=[O:30])[CH:39]=3)[C:14]=2[C:13]2[C:8]1=[CH:9][CH:10]=[CH:11][CH:12]=2. Given the reactants Cl[C:2]1[C:14]2[C:13]3[C:8](=[CH:9][CH:10]=[CH:11][CH:12]=3)[C@@:7]([C:16]([F:19])([F:18])[F:17])([OH:15])[C:6]=2[CH:5]=[C:4]([O:20][CH2:21][CH2:22][C:23]([OH:26])([CH3:25])[CH3:24])[CH:3]=1.[CH3:27][C:28]([N:35]1[CH:39]=[C:38](B2OC(C)(C)C(C)(C)O2)[CH:37]=[N:36]1)([CH3:34])[C:29]([O:31][CH2:32][CH3:33])=[O:30].P([O-])([O-])([O-])=O.[K+].[K+].[K+].C1(P(C2CCCCC2)C2C=CC=CC=2C2C(OC)=CC=CC=2OC)CCCCC1, predict the reaction product.